Dataset: Full USPTO retrosynthesis dataset with 1.9M reactions from patents (1976-2016). Task: Predict the reactants needed to synthesize the given product. Given the product [N:2]1[CH:7]=[CH:6][CH:5]=[C:4]([CH2:8][C:9]([NH:41][C:33]2[C:32]([C:29]3[CH:28]=[CH:27][C:26]([O:25][C:24]([F:43])([F:23])[F:42])=[CH:31][CH:30]=3)=[C:36]3[N:37]=[CH:38][CH:39]=[CH:40][N:35]3[N:34]=2)=[O:11])[CH:3]=1, predict the reactants needed to synthesize it. The reactants are: Cl.[N:2]1[CH:7]=[CH:6][CH:5]=[C:4]([CH2:8][C:9]([OH:11])=O)[CH:3]=1.C(Cl)(=O)C(Cl)=O.CN(C)C=O.[F:23][C:24]([F:43])([F:42])[O:25][C:26]1[CH:31]=[CH:30][C:29]([C:32]2[C:33]([NH2:41])=[N:34][N:35]3[CH:40]=[CH:39][CH:38]=[N:37][C:36]=23)=[CH:28][CH:27]=1.